This data is from Merck oncology drug combination screen with 23,052 pairs across 39 cell lines. The task is: Regression. Given two drug SMILES strings and cell line genomic features, predict the synergy score measuring deviation from expected non-interaction effect. (1) Cell line: ES2. Drug 1: CN(Cc1cnc2nc(N)nc(N)c2n1)c1ccc(C(=O)NC(CCC(=O)O)C(=O)O)cc1. Synergy scores: synergy=-1.98. Drug 2: CCN(CC)CCNC(=O)c1c(C)[nH]c(C=C2C(=O)Nc3ccc(F)cc32)c1C. (2) Drug 1: Cc1nc(Nc2ncc(C(=O)Nc3c(C)cccc3Cl)s2)cc(N2CCN(CCO)CC2)n1. Drug 2: CC1(c2nc3c(C(N)=O)cccc3[nH]2)CCCN1. Cell line: SW837. Synergy scores: synergy=18.2. (3) Drug 1: COc1cc(C2c3cc4c(cc3C(OC3OC5COC(C)OC5C(O)C3O)C3COC(=O)C23)OCO4)cc(OC)c1O. Drug 2: CS(=O)(=O)CCNCc1ccc(-c2ccc3ncnc(Nc4ccc(OCc5cccc(F)c5)c(Cl)c4)c3c2)o1. Cell line: MDAMB436. Synergy scores: synergy=20.1. (4) Drug 1: N.N.O=C(O)C1(C(=O)O)CCC1.[Pt]. Drug 2: Cn1cc(-c2cnn3c(N)c(Br)c(C4CCCNC4)nc23)cn1. Cell line: SKMEL30. Synergy scores: synergy=39.1.